Predict the reactants needed to synthesize the given product. From a dataset of Full USPTO retrosynthesis dataset with 1.9M reactions from patents (1976-2016). Given the product [CH3:1][O:2][C:6]1[CH:7]=[C:8]([CH:29]=[CH:30][N:31]=1)[C:9]([NH:11][C:12]1[S:13][C:14]2[C:20]([CH:21]3[CH2:26][CH2:25][O:24][CH2:23][CH2:22]3)=[CH:19][CH:18]=[C:17]([O:27][CH3:28])[C:15]=2[N:16]=1)=[O:10], predict the reactants needed to synthesize it. The reactants are: [CH3:1][OH:2].[H-].[Na+].Br[C:6]1[CH:7]=[C:8]([CH:29]=[CH:30][N:31]=1)[C:9]([NH:11][C:12]1[S:13][C:14]2[C:20]([CH:21]3[CH2:26][CH2:25][O:24][CH2:23][CH2:22]3)=[CH:19][CH:18]=[C:17]([O:27][CH3:28])[C:15]=2[N:16]=1)=[O:10].